This data is from NCI-60 drug combinations with 297,098 pairs across 59 cell lines. The task is: Regression. Given two drug SMILES strings and cell line genomic features, predict the synergy score measuring deviation from expected non-interaction effect. (1) Drug 1: C1=NC2=C(N=C(N=C2N1C3C(C(C(O3)CO)O)O)F)N. Drug 2: C1=CN(C=N1)CC(O)(P(=O)(O)O)P(=O)(O)O. Cell line: ACHN. Synergy scores: CSS=2.76, Synergy_ZIP=-0.995, Synergy_Bliss=3.36, Synergy_Loewe=-2.33, Synergy_HSA=-2.48. (2) Drug 1: CC1C(C(CC(O1)OC2CC(OC(C2O)C)OC3=CC4=CC5=C(C(=O)C(C(C5)C(C(=O)C(C(C)O)O)OC)OC6CC(C(C(O6)C)O)OC7CC(C(C(O7)C)O)OC8CC(C(C(O8)C)O)(C)O)C(=C4C(=C3C)O)O)O)O. Drug 2: C1C(C(OC1N2C=NC(=NC2=O)N)CO)O. Cell line: SW-620. Synergy scores: CSS=21.1, Synergy_ZIP=-1.60, Synergy_Bliss=-0.277, Synergy_Loewe=-0.339, Synergy_HSA=1.29. (3) Drug 2: CC(C)NC(=O)C1=CC=C(C=C1)CNNC.Cl. Synergy scores: CSS=11.9, Synergy_ZIP=-3.01, Synergy_Bliss=-2.38, Synergy_Loewe=-41.2, Synergy_HSA=-2.30. Drug 1: CC(C1=C(C=CC(=C1Cl)F)Cl)OC2=C(N=CC(=C2)C3=CN(N=C3)C4CCNCC4)N. Cell line: SF-295. (4) Drug 1: C1=NC2=C(N1)C(=S)N=CN2. Drug 2: C(CC(=O)O)C(=O)CN.Cl. Cell line: T-47D. Synergy scores: CSS=3.36, Synergy_ZIP=1.24, Synergy_Bliss=5.99, Synergy_Loewe=-3.86, Synergy_HSA=0.469. (5) Drug 1: COC1=CC(=CC(=C1O)OC)C2C3C(COC3=O)C(C4=CC5=C(C=C24)OCO5)OC6C(C(C7C(O6)COC(O7)C8=CC=CS8)O)O. Drug 2: CCCCCOC(=O)NC1=NC(=O)N(C=C1F)C2C(C(C(O2)C)O)O. Cell line: T-47D. Synergy scores: CSS=41.4, Synergy_ZIP=1.39, Synergy_Bliss=6.33, Synergy_Loewe=-59.9, Synergy_HSA=6.37. (6) Drug 2: COCCOC1=C(C=C2C(=C1)C(=NC=N2)NC3=CC=CC(=C3)C#C)OCCOC.Cl. Drug 1: CC(C)(C#N)C1=CC(=CC(=C1)CN2C=NC=N2)C(C)(C)C#N. Synergy scores: CSS=4.52, Synergy_ZIP=0.200, Synergy_Bliss=-0.0579, Synergy_Loewe=3.33, Synergy_HSA=-0.590. Cell line: U251. (7) Drug 1: C(=O)(N)NO. Drug 2: C#CCC(CC1=CN=C2C(=N1)C(=NC(=N2)N)N)C3=CC=C(C=C3)C(=O)NC(CCC(=O)O)C(=O)O. Cell line: UACC62. Synergy scores: CSS=-1.64, Synergy_ZIP=0.738, Synergy_Bliss=-0.153, Synergy_Loewe=-39.4, Synergy_HSA=-2.17. (8) Drug 1: C1CN1P(=S)(N2CC2)N3CC3. Drug 2: CCCCCOC(=O)NC1=NC(=O)N(C=C1F)C2C(C(C(O2)C)O)O. Cell line: SW-620. Synergy scores: CSS=3.85, Synergy_ZIP=-3.98, Synergy_Bliss=0.149, Synergy_Loewe=-12.8, Synergy_HSA=-1.52.